This data is from Full USPTO retrosynthesis dataset with 1.9M reactions from patents (1976-2016). The task is: Predict the reactants needed to synthesize the given product. The reactants are: [F:1][C:2]1[CH:7]=[C:6]([C:8]2[S:12][CH:11]=[N:10][C:9]=2[C:13]2[CH:18]=[CH:17][C:16]([F:19])=[CH:15][CH:14]=2)[CH:5]=[CH:4][N:3]=1.C([Li])CCC.[N:25]1[CH:30]=[CH:29][CH:28]=[C:27]([CH:31]=[O:32])[CH:26]=1. Given the product [F:19][C:16]1[CH:15]=[CH:14][C:13]([C:9]2[N:10]=[C:11]([CH:31]([C:27]3[CH:26]=[N:25][CH:30]=[CH:29][CH:28]=3)[OH:32])[S:12][C:8]=2[C:6]2[CH:5]=[CH:4][N:3]=[C:2]([F:1])[CH:7]=2)=[CH:18][CH:17]=1, predict the reactants needed to synthesize it.